Dataset: Reaction yield outcomes from USPTO patents with 853,638 reactions. Task: Predict the reaction yield, written as a fraction of the theoretical maximum amount of product (1.0 means a 100% yield; for example, 0.34 means a 34% yield). (1) The reactants are [CH3:1][C:2]1[N:3]2[C:7]([CH:8]=[CH:9][CH:10]=1)=[CH:6][C:5]([C:11]1[CH:16]=[CH:15][C:14]([OH:17])=[CH:13][CH:12]=1)=[CH:4]2.C[O-].[Na+].[Cl-]. The catalyst is CN(C)C=O. The product is [CH3:1][C:2]1[N:3]2[C:7]([CH:8]=[CH:9][CH:10]=1)=[CH:6][C:5]([C:11]1[CH:16]=[CH:15][C:14]([O:17][CH2:6][CH2:5][CH2:4][N:3]3[CH2:7][CH2:8][CH2:9][CH2:10][CH2:2]3)=[CH:13][CH:12]=1)=[CH:4]2. The yield is 0.0690. (2) The reactants are [CH:1]1([C:6]2[O:10][N:9]=[C:8]([C:11]3[C:16]([Cl:17])=[CH:15][CH:14]=[CH:13][C:12]=3[Cl:18])[C:7]=2[CH2:19][O:20][C:21]2[CH:26]=[CH:25][C:24]([C:27]3[CH:28]=[C:29]4[C:34](=[CH:35][CH:36]=3)[N:33]=[C:32]([C:37]([O:39]C)=[O:38])[CH:31]=[CH:30]4)=[CH:23][CH:22]=2)[CH2:5][CH2:4][CH2:3][CH2:2]1.O1CCCC1.[OH-].[Na+].Cl. The catalyst is C(OCC)(=O)C.O.CO. The product is [CH:1]1([C:6]2[O:10][N:9]=[C:8]([C:11]3[C:16]([Cl:17])=[CH:15][CH:14]=[CH:13][C:12]=3[Cl:18])[C:7]=2[CH2:19][O:20][C:21]2[CH:22]=[CH:23][C:24]([C:27]3[CH:28]=[C:29]4[C:34](=[CH:35][CH:36]=3)[N:33]=[C:32]([C:37]([OH:39])=[O:38])[CH:31]=[CH:30]4)=[CH:25][CH:26]=2)[CH2:2][CH2:3][CH2:4][CH2:5]1. The yield is 0.820. (3) The reactants are [OH:1][C:2]1[C:11]2[C:6](=[CH:7][CH:8]=[CH:9][CH:10]=2)[C:5]([CH2:12][CH2:13][CH2:14][CH2:15][NH:16][C:17](=[O:26])[O:18][CH2:19][C:20]2[CH:25]=[CH:24][CH:23]=[CH:22][CH:21]=2)=[CH:4][CH:3]=1.[O:27]1[CH2:29][CH:28]1[CH2:30][OH:31]. The catalyst is CCO.C(N(CC)CC)C. The product is [OH:27][CH:28]([CH2:30][OH:31])[CH2:29][O:1][C:2]1[C:11]2[C:6](=[CH:7][CH:8]=[CH:9][CH:10]=2)[C:5]([CH2:12][CH2:13][CH2:14][CH2:15][NH:16][C:17](=[O:26])[O:18][CH2:19][C:20]2[CH:25]=[CH:24][CH:23]=[CH:22][CH:21]=2)=[CH:4][CH:3]=1. The yield is 0.830. (4) The reactants are [Cl:1][C:2]1[CH:3]=[CH:4][C:5]([O:15][CH2:16][C:17]2[CH:22]=[CH:21][C:20]([O:23][CH3:24])=[CH:19][CH:18]=2)=[C:6]([C:8](=O)[CH2:9][CH2:10][C:11](=O)[CH3:12])[CH:7]=1.[CH2:25]([O:27][C:28](=[O:36])[C:29]1[CH:34]=[CH:33][N:32]=[C:31]([NH2:35])[CH:30]=1)[CH3:26]. The catalyst is C1(C)C=CC=CC=1. The product is [CH2:25]([O:27][C:28](=[O:36])[C:29]1[CH:34]=[CH:33][N:32]=[C:31]([N:35]2[C:11]([CH3:12])=[CH:10][CH:9]=[C:8]2[C:6]2[CH:7]=[C:2]([Cl:1])[CH:3]=[CH:4][C:5]=2[O:15][CH2:16][C:17]2[CH:22]=[CH:21][C:20]([O:23][CH3:24])=[CH:19][CH:18]=2)[CH:30]=1)[CH3:26]. The yield is 0.360.